This data is from Full USPTO retrosynthesis dataset with 1.9M reactions from patents (1976-2016). The task is: Predict the reactants needed to synthesize the given product. The reactants are: [CH:1]1([Mg]Br)[CH2:3][CH2:2]1.Br[C:7]1[CH:12]=[CH:11][CH:10]=[C:9]([CH:13]2[O:17][CH2:16][CH2:15][O:14]2)[N:8]=1. Given the product [CH:1]1([C:7]2[CH:12]=[CH:11][CH:10]=[C:9]([CH:13]3[O:14][CH2:15][CH2:16][O:17]3)[N:8]=2)[CH2:3][CH2:2]1, predict the reactants needed to synthesize it.